Dataset: Reaction yield outcomes from USPTO patents with 853,638 reactions. Task: Predict the reaction yield, written as a fraction of the theoretical maximum amount of product (1.0 means a 100% yield; for example, 0.34 means a 34% yield). (1) The yield is 1.00. The reactants are [CH:1]1([CH2:4][CH:5]([C:10]2[CH:15]=[CH:14][C:13]([NH:16][CH:17]([CH3:19])[CH3:18])=[CH:12][N:11]=2)[C:6]([O:8]C)=[O:7])[CH2:3][CH2:2]1.C1COCC1.CO.O.[OH-].[Li+]. The product is [CH:1]1([CH2:4][CH:5]([C:10]2[CH:15]=[CH:14][C:13]([NH:16][CH:17]([CH3:19])[CH3:18])=[CH:12][N:11]=2)[C:6]([OH:8])=[O:7])[CH2:3][CH2:2]1. The catalyst is O. (2) The reactants are [N+:1]([C:4]1[CH:5]=[CH:6][C:7]2[CH2:13][CH2:12][CH2:11][NH:10][C:9](=S)[C:8]=2[CH:15]=1)([O-:3])=[O:2].CO[CH:18](OC)[CH2:19][NH2:20].C1(C)C=CC(S(O)(=O)=O)=CC=1. The catalyst is C1COCC1.[Hg](OC(C)=O)OC(C)=O. The product is [N+:1]([C:4]1[CH:5]=[CH:6][C:7]2[CH2:13][CH2:12][CH2:11][N:10]3[C:9](=[N:20][CH:19]=[CH:18]3)[C:8]=2[CH:15]=1)([O-:3])=[O:2]. The yield is 0.150. (3) The reactants are [SH:1][CH2:2][CH2:3][O:4][CH2:5][CH2:6][O:7][CH2:8][CH2:9][O:10][CH2:11][CH2:12][OH:13].[C:14](Cl)([C:27]1[CH:32]=[CH:31][CH:30]=[CH:29][CH:28]=1)([C:21]1[CH:26]=[CH:25][CH:24]=[CH:23][CH:22]=1)[C:15]1[CH:20]=[CH:19][CH:18]=[CH:17][CH:16]=1.C(N(CC)CC)C.C1COCC1. The catalyst is CO.C(OCC)(=O)C.C(O)C. The product is [C:14]([S:1][CH2:2][CH2:3][O:4][CH2:5][CH2:6][O:7][CH2:8][CH2:9][O:10][CH2:11][CH2:12][OH:13])([C:15]1[CH:20]=[CH:19][CH:18]=[CH:17][CH:16]=1)([C:27]1[CH:28]=[CH:29][CH:30]=[CH:31][CH:32]=1)[C:21]1[CH:22]=[CH:23][CH:24]=[CH:25][CH:26]=1. The yield is 0.830. (4) The product is [Br:1][C:2]1[CH:3]=[C:4]([S:8]([NH:12][CH2:13][CH2:14][N:15]2[CH2:20][CH2:19][O:18][CH2:17][CH2:16]2)(=[O:10])=[O:9])[CH:5]=[CH:6][CH:7]=1. The yield is 0.930. The reactants are [Br:1][C:2]1[CH:3]=[C:4]([S:8](Cl)(=[O:10])=[O:9])[CH:5]=[CH:6][CH:7]=1.[NH2:12][CH2:13][CH2:14][N:15]1[CH2:20][CH2:19][O:18][CH2:17][CH2:16]1. No catalyst specified. (5) The reactants are CN(C)[CH:3]=[C:4]([C:14]1[CH:19]=[CH:18][N:17]=[CH:16][CH:15]=1)[C:5]([C:7]1[CH:12]=[CH:11][C:10]([F:13])=[CH:9][CH:8]=1)=O.[C:21]([CH2:23][C:24]([NH2:26])=[O:25])#[N:22].C[O-].[Na+]. The catalyst is CN(C=O)C. The product is [F:13][C:10]1[CH:9]=[CH:8][C:7]([C:5]2[C:4]([C:14]3[CH:15]=[CH:16][N:17]=[CH:18][CH:19]=3)=[CH:3][C:23]([C:21]#[N:22])=[C:24]([OH:25])[N:26]=2)=[CH:12][CH:11]=1. The yield is 0.480.